From a dataset of Reaction yield outcomes from USPTO patents with 853,638 reactions. Predict the reaction yield, written as a fraction of the theoretical maximum amount of product (1.0 means a 100% yield; for example, 0.34 means a 34% yield). The product is [Br:18][CH2:2][CH2:3][CH2:4][N:5]1[C:9]2[CH:10]=[CH:11][C:12]([CH:14]=[O:15])=[CH:13][C:8]=2[NH:7][C:6]1=[O:16]. The catalyst is ClCCl. The reactants are O[CH2:2][CH2:3][CH2:4][N:5]1[C:9]2[CH:10]=[CH:11][C:12]([CH:14]=[O:15])=[CH:13][C:8]=2[NH:7][C:6]1=[O:16].C(Br)(Br)(Br)[Br:18].C1(P(C2C=CC=CC=2)C2C=CC=CC=2)C=CC=CC=1. The yield is 0.200.